From a dataset of Forward reaction prediction with 1.9M reactions from USPTO patents (1976-2016). Predict the product of the given reaction. (1) Given the reactants [Br:1][C:2]1[CH:7]=[CH:6][C:5]([N:8]=[C:9](Cl)[C:10]2[CH:15]=[CH:14][C:13]([Cl:16])=[CH:12][C:11]=2[Cl:17])=[CH:4][CH:3]=1.C([O:21][C:22]([C:24]1[N:25]=[CH:26][N:27]([C:30]2[CH:35]=[CH:34][CH:33]=[CH:32][CH:31]=2)[C:28]=1[NH2:29])=O)C, predict the reaction product. The product is: [Br:1][C:2]1[CH:7]=[CH:6][C:5]([N:8]2[C:22](=[O:21])[C:24]3[N:25]=[CH:26][N:27]([C:30]4[CH:31]=[CH:32][CH:33]=[CH:34][CH:35]=4)[C:28]=3[N:29]=[C:9]2[C:10]2[CH:15]=[CH:14][C:13]([Cl:16])=[CH:12][C:11]=2[Cl:17])=[CH:4][CH:3]=1. (2) The product is: [C:16]([CH2:17][N:9]([C:4]1[CH:5]=[CH:6][C:7]([Cl:8])=[C:2]([Cl:1])[CH:3]=1)[CH2:10][C:11]([O:13][CH2:14][CH3:15])=[O:12])#[N:19]. Given the reactants [Cl:1][C:2]1[CH:3]=[C:4]([NH:9][CH2:10][C:11]([O:13][CH2:14][CH3:15])=[O:12])[CH:5]=[CH:6][C:7]=1[Cl:8].[CH:16]([N:19](C(C)C)CC)(C)[CH3:17].BrCC#N.[I-].[Na+].FC(F)(F)C(O)=O.[Cl-].[NH4+], predict the reaction product. (3) Given the reactants [Cl:1][C:2]1[CH:23]=[C:22]([Cl:24])[CH:21]=[CH:20][C:3]=1[C:4]([C:6]1[C:7]2[CH:15]=[C:14]([C:16]([O:18][CH3:19])=[O:17])[CH:13]=[CH:12][C:8]=2[O:9][C:10]=1[CH3:11])=[O:5], predict the reaction product. The product is: [Cl:1][C:2]1[CH:23]=[C:22]([Cl:24])[CH:21]=[CH:20][C:3]=1[CH:4]([OH:5])[C:6]1[C:7]2[CH:15]=[C:14]([C:16]([O:18][CH3:19])=[O:17])[CH:13]=[CH:12][C:8]=2[O:9][C:10]=1[CH3:11]. (4) Given the reactants Cl[C:2]1[CH:7]=[C:6]([CH3:8])[C:5]([B:9]2[O:13][C:12]([CH3:15])([CH3:14])[C:11]([CH3:17])([CH3:16])[O:10]2)=[CH:4][N:3]=1.F[B-](F)(F)F.F[B-](F)(F)F.C1(P(C2CCCCC2)CCCP(C2CCCCC2)C2CCCCC2)CCCCC1.[C:57](=[O:60])([O-])[O-:58].[K+].[K+].[CH3:63]O, predict the reaction product. The product is: [CH3:8][C:6]1[C:5]([B:9]2[O:13][C:12]([CH3:15])([CH3:14])[C:11]([CH3:17])([CH3:16])[O:10]2)=[CH:4][N:3]=[C:2]([C:57]([O:58][CH3:63])=[O:60])[CH:7]=1.